This data is from Full USPTO retrosynthesis dataset with 1.9M reactions from patents (1976-2016). The task is: Predict the reactants needed to synthesize the given product. (1) Given the product [CH:28]1([CH2:36][CH:37]([N:41]2[CH2:49][C:48]3[C:43](=[CH:44][CH:45]=[CH:46][CH:47]=3)[C:42]2=[O:50])[C:38]([NH:51][C:52]2[S:53][CH:54]=[CH:55][N:56]=2)=[O:40])[CH2:29][CH2:30][CH2:31][CH2:32][CH2:33][CH2:34][CH2:35]1, predict the reactants needed to synthesize it. The reactants are: F[P-](F)(F)(F)(F)F.N1(O[P+](N(C)C)(N(C)C)N(C)C)C2C=CC=CC=2N=N1.[CH:28]1([CH2:36][CH:37]([N:41]2[CH2:49][C:48]3[C:43](=[CH:44][CH:45]=[CH:46][CH:47]=3)[C:42]2=[O:50])[C:38]([OH:40])=O)[CH2:35][CH2:34][CH2:33][CH2:32][CH2:31][CH2:30][CH2:29]1.[NH2:51][C:52]1[S:53][CH:54]=[CH:55][N:56]=1.C1(C[C@H](N2CC3C(=CC=CC=3)C2=O)C(NC2SC=CN=2)=O)CCCCC1. (2) Given the product [Cl:1][C:2]1[CH:16]=[CH:15][C:5]([CH2:6][C@H:7]2[CH2:11][N:10]([CH3:12])[CH2:9][C@@H:20]2[C:21]([OH:18])=[O:22])=[CH:4][CH:3]=1, predict the reactants needed to synthesize it. The reactants are: [Cl:1][C:2]1[CH:16]=[CH:15][C:5]([CH2:6][C@H:7]2[CH2:11][N:10]([CH3:12])[CH2:9][C@@H]2C#N)=[CH:4][CH:3]=1.Cl.[OH2:18].C.[CH3:20][CH2:21][OH:22].